From a dataset of NCI-60 drug combinations with 297,098 pairs across 59 cell lines. Regression. Given two drug SMILES strings and cell line genomic features, predict the synergy score measuring deviation from expected non-interaction effect. (1) Drug 1: C1=CC=C(C=C1)NC(=O)CCCCCCC(=O)NO. Drug 2: C1CN1C2=NC(=NC(=N2)N3CC3)N4CC4. Cell line: T-47D. Synergy scores: CSS=27.9, Synergy_ZIP=-9.11, Synergy_Bliss=-0.830, Synergy_Loewe=4.21, Synergy_HSA=4.31. (2) Drug 1: CCN(CC)CCNC(=O)C1=C(NC(=C1C)C=C2C3=C(C=CC(=C3)F)NC2=O)C. Drug 2: C1C(C(OC1N2C=NC(=NC2=O)N)CO)O. Cell line: HL-60(TB). Synergy scores: CSS=44.3, Synergy_ZIP=7.27, Synergy_Bliss=-1.93, Synergy_Loewe=23.3, Synergy_HSA=6.17. (3) Drug 1: COC1=CC(=CC(=C1O)OC)C2C3C(COC3=O)C(C4=CC5=C(C=C24)OCO5)OC6C(C(C7C(O6)COC(O7)C8=CC=CS8)O)O. Drug 2: CN(CC1=CN=C2C(=N1)C(=NC(=N2)N)N)C3=CC=C(C=C3)C(=O)NC(CCC(=O)O)C(=O)O. Cell line: MDA-MB-231. Synergy scores: CSS=26.3, Synergy_ZIP=-1.34, Synergy_Bliss=-0.884, Synergy_Loewe=-11.1, Synergy_HSA=-6.61. (4) Drug 1: CC(C)(C#N)C1=CC(=CC(=C1)CN2C=NC=N2)C(C)(C)C#N. Drug 2: C#CCC(CC1=CN=C2C(=N1)C(=NC(=N2)N)N)C3=CC=C(C=C3)C(=O)NC(CCC(=O)O)C(=O)O. Cell line: RPMI-8226. Synergy scores: CSS=1.64, Synergy_ZIP=-3.20, Synergy_Bliss=-1.37, Synergy_Loewe=-1.56, Synergy_HSA=-0.816. (5) Drug 1: C1CN1C2=NC(=NC(=N2)N3CC3)N4CC4. Drug 2: C1=C(C(=O)NC(=O)N1)N(CCCl)CCCl. Cell line: NCI/ADR-RES. Synergy scores: CSS=43.2, Synergy_ZIP=-7.16, Synergy_Bliss=-6.08, Synergy_Loewe=-12.0, Synergy_HSA=-3.04. (6) Drug 1: CNC(=O)C1=NC=CC(=C1)OC2=CC=C(C=C2)NC(=O)NC3=CC(=C(C=C3)Cl)C(F)(F)F. Drug 2: C1CNP(=O)(OC1)N(CCCl)CCCl. Cell line: CCRF-CEM. Synergy scores: CSS=8.32, Synergy_ZIP=-2.72, Synergy_Bliss=1.82, Synergy_Loewe=4.67, Synergy_HSA=2.06. (7) Drug 1: COC1=CC(=CC(=C1O)OC)C2C3C(COC3=O)C(C4=CC5=C(C=C24)OCO5)OC6C(C(C7C(O6)COC(O7)C8=CC=CS8)O)O. Synergy scores: CSS=50.7, Synergy_ZIP=0.717, Synergy_Bliss=3.25, Synergy_Loewe=-13.0, Synergy_HSA=4.54. Cell line: SK-MEL-2. Drug 2: C1CCC(C(C1)N)N.C(=O)(C(=O)[O-])[O-].[Pt+4]. (8) Drug 1: CCC1=CC2CC(C3=C(CN(C2)C1)C4=CC=CC=C4N3)(C5=C(C=C6C(=C5)C78CCN9C7C(C=CC9)(C(C(C8N6C)(C(=O)OC)O)OC(=O)C)CC)OC)C(=O)OC.C(C(C(=O)O)O)(C(=O)O)O. Cell line: SK-OV-3. Synergy scores: CSS=12.8, Synergy_ZIP=-1.31, Synergy_Bliss=-3.42, Synergy_Loewe=-41.1, Synergy_HSA=-3.50. Drug 2: C(CN)CNCCSP(=O)(O)O.